Dataset: Full USPTO retrosynthesis dataset with 1.9M reactions from patents (1976-2016). Task: Predict the reactants needed to synthesize the given product. (1) Given the product [Br:20][C:21]1[CH:26]=[C:25]([C:2]2[N:7]=[C:6]([C:8]3[CH:13]=[CH:12][C:11]([Cl:14])=[C:10]([Cl:15])[CH:9]=3)[CH:5]=[C:4]([C:16]([F:19])([F:18])[F:17])[N:3]=2)[CH:24]=[CH:23][CH:22]=1, predict the reactants needed to synthesize it. The reactants are: Cl[C:2]1[N:7]=[C:6]([C:8]2[CH:13]=[CH:12][C:11]([Cl:14])=[C:10]([Cl:15])[CH:9]=2)[CH:5]=[C:4]([C:16]([F:19])([F:18])[F:17])[N:3]=1.[Br:20][C:21]1[CH:22]=[C:23](B(O)O)[CH:24]=[CH:25][CH:26]=1. (2) Given the product [CH3:1][C:28]1[C:37]2[C:32](=[CH:33][C:34]([O:38][CH3:39])=[CH:35][CH:36]=2)[N:31]=[CH:30][CH:29]=1, predict the reactants needed to synthesize it. The reactants are: [C:1]1(P(C2C=CC=CC=2)C2C=CC=CC=2)C=CC=CC=1.[Cl-].[Li+].C[Sn](C)(C)C.Br[C:28]1[C:37]2[C:32](=[CH:33][C:34]([O:38][CH3:39])=[CH:35][CH:36]=2)[N:31]=[CH:30][CH:29]=1.Cl.[OH-].[Na+]. (3) The reactants are: [CH2:1]([N:3]1[C:7]([C:8]2[CH:18]=[CH:17][C:11]3[O:12][CH2:13][C:14](=[O:16])[NH:15][C:10]=3[CH:9]=2)=[C:6](I)[C:5]([CH3:20])=[N:4]1)[CH3:2].[F:21][C:22]1[CH:27]=[CH:26][C:25](B(O)O)=[CH:24][CH:23]=1. Given the product [CH2:1]([N:3]1[C:7]([C:8]2[CH:18]=[CH:17][C:11]3[O:12][CH2:13][C:14](=[O:16])[NH:15][C:10]=3[CH:9]=2)=[C:6]([C:25]2[CH:26]=[CH:27][C:22]([F:21])=[CH:23][CH:24]=2)[C:5]([CH3:20])=[N:4]1)[CH3:2], predict the reactants needed to synthesize it.